Task: Predict the reaction yield, written as a fraction of the theoretical maximum amount of product (1.0 means a 100% yield; for example, 0.34 means a 34% yield).. Dataset: Reaction yield outcomes from USPTO patents with 853,638 reactions (1) The reactants are [F:1][CH2:2][C:3](OCC)=[O:4].[NH:8]1[CH2:13][CH2:12][O:11][CH2:10][CH2:9]1.Cl. The catalyst is C(Cl)Cl. The product is [F:1][CH2:2][C:3]([N:8]1[CH2:13][CH2:12][O:11][CH2:10][CH2:9]1)=[O:4]. The yield is 0.746. (2) The reactants are [CH3:1][N:2]1[CH2:15][CH2:14][C:5]2[NH:6][C:7]3[CH:8]=[CH:9][C:10]([CH3:13])=[CH:11][C:12]=3[C:4]=2[CH2:3]1.[OH-].[K+].Br[CH2:19][C:20]([C:22]1[CH:27]=[CH:26][C:25]([F:28])=[CH:24][CH:23]=1)=[O:21]. The catalyst is CN1C(=O)CCC1.O. The product is [CH3:1][N:2]1[CH2:15][CH2:14][C:5]2[N:6]([CH2:19][C:20]([C:22]3[CH:27]=[CH:26][C:25]([F:28])=[CH:24][CH:23]=3)=[O:21])[C:7]3[CH:8]=[CH:9][C:10]([CH3:13])=[CH:11][C:12]=3[C:4]=2[CH2:3]1. The yield is 0.110. (3) The reactants are FC1C=C2C(C(C3C=NNC=3)=CN2S(C2C=CC=CC=2)(=O)=O)=CC=1.[C:25]1([S:31]([N:34]2[C:42]3[C:37](=[CH:38][CH:39]=[C:40]([C:43]([F:46])([F:45])[F:44])[CH:41]=3)[C:36]([C:47]3[CH:48]=[N:49][N:50](C(OC(C)(C)C)=O)[CH:51]=3)=[CH:35]2)(=[O:33])=[O:32])[CH:30]=[CH:29][CH:28]=[CH:27][CH:26]=1. No catalyst specified. The product is [C:25]1([S:31]([N:34]2[C:42]3[C:37](=[CH:38][CH:39]=[C:40]([C:43]([F:45])([F:46])[F:44])[CH:41]=3)[C:36]([C:47]3[CH:48]=[N:49][NH:50][CH:51]=3)=[CH:35]2)(=[O:33])=[O:32])[CH:26]=[CH:27][CH:28]=[CH:29][CH:30]=1. The yield is 0.950. (4) The catalyst is C(Cl)Cl. The product is [F:1][C:2]1[CH:3]=[CH:4][C:5]([C:8]2[CH2:12][CH:11]([CH2:13][CH2:14][CH2:15][CH2:16][N:30]3[CH2:29][CH2:28][N:27]([C:22]4[CH:23]=[CH:24][CH:25]=[CH:26][C:21]=4[O:20][CH3:19])[CH2:32][CH2:31]3)[O:10][N:9]=2)=[CH:6][CH:7]=1. The reactants are [F:1][C:2]1[CH:7]=[CH:6][C:5]([C:8]2[CH2:12][CH:11]([CH2:13][CH2:14][CH2:15][CH:16]=O)[O:10][N:9]=2)=[CH:4][CH:3]=1.Cl.[CH3:19][O:20][C:21]1[CH:26]=[CH:25][CH:24]=[CH:23][C:22]=1[N:27]1[CH2:32][CH2:31][NH:30][CH2:29][CH2:28]1.[BH-](OC(C)=O)(OC(C)=O)OC(C)=O.[Na+].C(N(C(C)C)CC)(C)C. The yield is 0.704.